Dataset: Full USPTO retrosynthesis dataset with 1.9M reactions from patents (1976-2016). Task: Predict the reactants needed to synthesize the given product. (1) Given the product [CH:30]1[C:42]2[CH:41]([CH2:43][O:5][C:4](=[O:6])[CH2:3][CH:2]([NH2:1])[C:7]3[CH:8]=[C:9]([Cl:14])[CH:10]=[C:11]([Cl:13])[CH:12]=3)[C:40]3[C:35](=[CH:36][CH:37]=[CH:38][CH:39]=3)[C:34]=2[CH:33]=[CH:32][CH:31]=1, predict the reactants needed to synthesize it. The reactants are: [NH2:1][CH:2]([C:7]1[CH:12]=[C:11]([Cl:13])[CH:10]=[C:9]([Cl:14])[CH:8]=1)[CH2:3][C:4]([OH:6])=[O:5].C(OC(OC(C)(C)C)=O)(OC(C)(C)C)=O.[CH:30]1[C:42]2[CH:41]([CH2:43]O)[C:40]3[C:35](=[CH:36][CH:37]=[CH:38][CH:39]=3)[C:34]=2[CH:33]=[CH:32][CH:31]=1.C1(N=C=NC2CCCCC2)CCCCC1.FC(F)(F)C(O)=O. (2) The reactants are: [CH2:1]([O:3][C:4]([N:6]1[CH2:11][CH2:10][N:9]([C:12](=[O:44])[C@@H:13]([NH:23][C:24]([C:26]2[CH:30]=[C:29]([O:31][CH2:32][C:33](O)=[O:34])[N:28]([C:36]3[CH:41]=[CH:40][C:39]([F:42])=[C:38]([F:43])[CH:37]=3)[N:27]=2)=[O:25])[CH2:14][CH2:15][C:16]([O:18][C:19]([CH3:22])([CH3:21])[CH3:20])=[O:17])[CH2:8][CH2:7]1)=[O:5])[CH3:2].C1C=CC2N(O)N=NC=2C=1.CCN(C(C)C)C(C)C.Cl.[CH2:65]([O:72][C:73](=[O:79])[C@@H:74]1[CH2:78][CH2:77][CH2:76][NH:75]1)[C:66]1[CH:71]=[CH:70][CH:69]=[CH:68][CH:67]=1. Given the product [CH2:1]([O:3][C:4]([N:6]1[CH2:7][CH2:8][N:9]([C:12](=[O:44])[C@@H:13]([NH:23][C:24]([C:26]2[CH:30]=[C:29]([O:31][CH2:32][C:33]([N:75]3[CH2:76][CH2:77][CH2:78][C@H:74]3[C:73]([O:72][CH2:65][C:66]3[CH:67]=[CH:68][CH:69]=[CH:70][CH:71]=3)=[O:79])=[O:34])[N:28]([C:36]3[CH:41]=[CH:40][C:39]([F:42])=[C:38]([F:43])[CH:37]=3)[N:27]=2)=[O:25])[CH2:14][CH2:15][C:16]([O:18][C:19]([CH3:22])([CH3:21])[CH3:20])=[O:17])[CH2:10][CH2:11]1)=[O:5])[CH3:2], predict the reactants needed to synthesize it. (3) Given the product [Br:1][C:2]1[CH:3]=[CH:4][C:5](/[C:8](/[CH3:14])=[C:9](\[CH2:12][CH3:13])/[CH2:10][O:11][C:28]2[CH:27]=[CH:26][C:25]([CH2:24][C@H:18]([O:17][CH2:15][CH3:16])[C:19]([O:21][CH2:22][CH3:23])=[O:20])=[CH:30][CH:29]=2)=[CH:6][CH:7]=1, predict the reactants needed to synthesize it. The reactants are: [Br:1][C:2]1[CH:7]=[CH:6][C:5](/[C:8](/[CH3:14])=[C:9](\[CH2:12][CH3:13])/[CH2:10][OH:11])=[CH:4][CH:3]=1.[CH2:15]([O:17][C@@H:18]([CH2:24][C:25]1[CH:30]=[CH:29][C:28](O)=[CH:27][CH:26]=1)[C:19]([O:21][CH2:22][CH3:23])=[O:20])[CH3:16]. (4) Given the product [NH2:10][C:5]1[C:4]([Cl:33])=[C:3]([C:24]#[N:26])[CH:2]=[CH:7][N:6]=1, predict the reactants needed to synthesize it. The reactants are: Cl[C:2]1[C:3]([C:24]([NH:26]C2C=CC=CC=2)=O)=[CH:4][C:5]2[N:6](C(CC3CCC(F)(F)CC3)=C(C(F)(F)C)[N:10]=2)[CH:7]=1.[Cl:33]C1C(C(O)=O)=CC2N(C(CC3CCC(F)(F)CC3)=C(C(F)(F)C)N=2)C=1.NC1C=CC=CC=1. (5) Given the product [O:28]=[S:2]1(=[O:1])[CH2:3][CH2:4][N:5]([CH2:8][CH2:9][NH:10][CH2:23][CH2:24][CH2:25][O:26][CH3:27])[CH2:6][CH2:7]1, predict the reactants needed to synthesize it. The reactants are: [O:1]=[S:2]1(=[O:28])[CH2:7][CH2:6][N:5]([CH2:8][CH2:9][N:10]([CH2:23][CH2:24][CH2:25][O:26][CH3:27])S(C2C=CC=CC=2[N+]([O-])=O)(=O)=O)[CH2:4][CH2:3]1.C1(S)C=CC=CC=1.C(=O)([O-])[O-].[K+].[K+]. (6) Given the product [OH:23][C:20]([C:17]1[CH:18]=[CH:19][C:14]([C:13]([NH:12][C:4]2[CH:3]=[C:2]([N:25]3[CH2:30][CH2:29][S:28][CH2:27][CH2:26]3)[N:7]3[N:8]=[C:9]([CH3:11])[CH:10]=[C:6]3[N:5]=2)=[O:24])=[CH:15][CH:16]=1)([CH3:22])[CH3:21], predict the reactants needed to synthesize it. The reactants are: Cl[C:2]1[N:7]2[N:8]=[C:9]([CH3:11])[CH:10]=[C:6]2[N:5]=[C:4]([NH:12][C:13](=[O:24])[C:14]2[CH:19]=[CH:18][C:17]([C:20]([OH:23])([CH3:22])[CH3:21])=[CH:16][CH:15]=2)[CH:3]=1.[NH:25]1[CH2:30][CH2:29][S:28][CH2:27][CH2:26]1. (7) Given the product [C:19]([O:18][C:16]([NH:15][C@@H:5]1[CH2:6][C@@H:7]([C:10]([O:12][CH2:13][CH3:14])=[O:11])[CH2:8][CH2:9][C@@H:4]1[NH2:1])=[O:17])([CH3:22])([CH3:21])[CH3:20], predict the reactants needed to synthesize it. The reactants are: [N:1]([C@H:4]1[CH2:9][CH2:8][C@H:7]([C:10]([O:12][CH2:13][CH3:14])=[O:11])[CH2:6][C@H:5]1[NH:15][C:16]([O:18][C:19]([CH3:22])([CH3:21])[CH3:20])=[O:17])=[N+]=[N-].[H][H]. (8) Given the product [CH3:12][N:13]([CH3:15])/[CH:14]=[N:6]/[C:4](=[O:5])[C:3]1[CH:7]=[CH:8][C:9]([F:11])=[CH:10][C:2]=1[F:1], predict the reactants needed to synthesize it. The reactants are: [F:1][C:2]1[CH:10]=[C:9]([F:11])[CH:8]=[CH:7][C:3]=1[C:4]([NH2:6])=[O:5].[CH3:12][N:13]([CH:15](OC)OC)[CH3:14]. (9) The reactants are: [CH3:1][C:2]1[CH:10]=[C:9]([O:11][CH3:12])[CH:8]=[C:7]([O:13][CH3:14])[C:3]=1[C:4]([OH:6])=O.[C:15](Cl)(=[O:19])[C:16](Cl)=O.Cl.[CH3:22][NH2:23]. Given the product [OH:19][C:15]1[CH:16]=[CH:4][C:3]([C:22]2[NH:23][C:4](=[O:6])[C:3]3[C:2]([CH:1]=2)=[CH:10][C:9]([O:11][CH3:12])=[CH:8][C:7]=3[O:13][CH3:14])=[CH:2][CH:1]=1, predict the reactants needed to synthesize it.